Predict the reaction yield, written as a fraction of the theoretical maximum amount of product (1.0 means a 100% yield; for example, 0.34 means a 34% yield). From a dataset of Reaction yield outcomes from USPTO patents with 853,638 reactions. (1) The reactants are [C:1]1([Li])[CH:6]=[CH:5][CH:4]=[CH:3][CH:2]=1.Br[C:9]1[CH2:18][CH2:17][C:16]2[C:11](=[CH:12][CH:13]=[C:14]([O:19][CH3:20])[CH:15]=2)[C:10]=1[C:21]1[CH:22]=[CH:23][C:24]([O:27][CH2:28][CH2:29][N:30]2[CH2:34][CH2:33][CH2:32][CH2:31]2)=[N:25][CH:26]=1.[NH4+].[Cl-]. The catalyst is C1COCC1.[Cl-].[Zn+2].[Cl-].C1C=CC([P]([Pd]([P](C2C=CC=CC=2)(C2C=CC=CC=2)C2C=CC=CC=2)([P](C2C=CC=CC=2)(C2C=CC=CC=2)C2C=CC=CC=2)[P](C2C=CC=CC=2)(C2C=CC=CC=2)C2C=CC=CC=2)(C2C=CC=CC=2)C2C=CC=CC=2)=CC=1. The product is [CH3:20][O:19][C:14]1[CH:15]=[C:16]2[C:11](=[CH:12][CH:13]=1)[C:10]([C:21]1[CH:22]=[CH:23][C:24]([O:27][CH2:28][CH2:29][N:30]3[CH2:34][CH2:33][CH2:32][CH2:31]3)=[N:25][CH:26]=1)=[C:9]([C:1]1[CH:6]=[CH:5][CH:4]=[CH:3][CH:2]=1)[CH2:18][CH2:17]2. The yield is 0.680. (2) The reactants are [CH3:1][O:2][C:3]([C:5]1[N:6]([CH2:31][CH:32]=C)[CH:7]=[C:8]([C:20](=[O:30])[NH:21][CH2:22][C:23]2[CH:28]=[CH:27][C:26]([F:29])=[CH:25][CH:24]=2)[C:9](=[O:19])[C:10]=1[O:11][CH2:12][C:13]1[CH:18]=[CH:17][CH:16]=[CH:15][CH:14]=1)=[O:4].I([O-])(=O)(=O)=[O:35].[Na+].C(OCC)(=O)C.O. The catalyst is O1CCOCC1. The product is [CH3:1][O:2][C:3]([C:5]1[N:6]([CH2:31][CH:32]=[O:35])[CH:7]=[C:8]([C:20](=[O:30])[NH:21][CH2:22][C:23]2[CH:28]=[CH:27][C:26]([F:29])=[CH:25][CH:24]=2)[C:9](=[O:19])[C:10]=1[O:11][CH2:12][C:13]1[CH:14]=[CH:15][CH:16]=[CH:17][CH:18]=1)=[O:4]. The yield is 0.710.